Dataset: Forward reaction prediction with 1.9M reactions from USPTO patents (1976-2016). Task: Predict the product of the given reaction. (1) Given the reactants C(=O)([O-])[O-].[Cs+].[Cs+].F[C:8]1[CH:9]=[CH:10][C:11]2[N:12]([C:14]([C:17]3[S:21][C:20]([C:22](=[O:24])[CH3:23])=[CH:19][CH:18]=3)=[CH:15][N:16]=2)[N:13]=1.[CH2:25]([CH2:27][NH2:28])[OH:26], predict the reaction product. The product is: [OH:26][CH2:25][CH2:27][NH:28][C:8]1[CH:9]=[CH:10][C:11]2[N:12]([C:14]([C:17]3[S:21][C:20]([C:22](=[O:24])[CH3:23])=[CH:19][CH:18]=3)=[CH:15][N:16]=2)[N:13]=1. (2) Given the reactants Br[C:2]1[C:10]2[O:9][CH:8]=[CH:7][C:6]=2[CH:5]=[C:4]([CH3:11])[CH:3]=1.[C:12](=[NH:25])([C:19]1[CH:24]=[CH:23][CH:22]=[CH:21][CH:20]=1)[C:13]1[CH:18]=[CH:17][CH:16]=[CH:15][CH:14]=1.CC(C)([O-])C.[Na+].[Cl-].[NH4+], predict the reaction product. The product is: [C:12](=[N:25][C:2]1[C:10]2[O:9][CH:8]=[CH:7][C:6]=2[CH:5]=[C:4]([CH3:11])[CH:3]=1)([C:19]1[CH:20]=[CH:21][CH:22]=[CH:23][CH:24]=1)[C:13]1[CH:18]=[CH:17][CH:16]=[CH:15][CH:14]=1. (3) Given the reactants [I:1][C:2]1[C:10]2[C:5](=[CH:6][CH:7]=[CH:8][CH:9]=2)[NH:4][N:3]=1.[Cl:11][C:12]1[CH:20]=[CH:19][CH:18]=[C:17]([C:21]([F:24])([F:23])[F:22])[C:13]=1[C:14](Cl)=[O:15].CCN(CC)CC.O, predict the reaction product. The product is: [Cl:11][C:12]1[CH:20]=[CH:19][CH:18]=[C:17]([C:21]([F:23])([F:24])[F:22])[C:13]=1[C:14]([N:4]1[C:5]2[C:10](=[CH:9][CH:8]=[CH:7][CH:6]=2)[C:2]([I:1])=[N:3]1)=[O:15]. (4) Given the reactants Cl[CH2:2][CH2:3][C@H:4]([C:17]1[CH:22]=[CH:21][CH:20]=[CH:19][CH:18]=1)[O:5][C:6]1[CH:11]=[CH:10][C:9]([O:12][C:13](=[O:15])[CH3:14])=[CH:8][C:7]=1[CH3:16].CC(C)=O.[I-:27].[K+], predict the reaction product. The product is: [I:27][CH2:2][CH2:3][C@H:4]([C:17]1[CH:22]=[CH:21][CH:20]=[CH:19][CH:18]=1)[O:5][C:6]1[CH:11]=[CH:10][C:9]([O:12][C:13](=[O:15])[CH3:14])=[CH:8][C:7]=1[CH3:16]. (5) Given the reactants [F:1][CH:2]([F:14])[O:3][C:4]1[CH:9]=[CH:8][CH:7]=[C:6]([N+:10]([O-])=O)[C:5]=1[CH3:13], predict the reaction product. The product is: [F:1][CH:2]([F:14])[O:3][C:4]1[C:5]([CH3:13])=[C:6]([CH:7]=[CH:8][CH:9]=1)[NH2:10]. (6) Given the reactants [Br:1][C:2]1[CH:3]=[C:4]([CH2:8][C:9]#[N:10])[CH:5]=[CH:6][CH:7]=1.B.Cl, predict the reaction product. The product is: [Br:1][C:2]1[CH:3]=[C:4]([CH2:8][CH2:9][NH2:10])[CH:5]=[CH:6][CH:7]=1. (7) Given the reactants C[O:2][C:3]1[CH:8]=[CH:7][C:6]([C:9]2[CH:17]=[CH:16][CH:15]=[C:14]3[C:10]=2[C:11]([CH3:25])=[C:12]([C:19]2[CH:24]=[CH:23][CH:22]=[CH:21][CH:20]=2)[N:13]3[CH3:18])=[CH:5][CH:4]=1.B(Br)(Br)Br, predict the reaction product. The product is: [CH3:18][N:13]1[C:14]2[C:10](=[C:9]([C:6]3[CH:7]=[CH:8][C:3]([OH:2])=[CH:4][CH:5]=3)[CH:17]=[CH:16][CH:15]=2)[C:11]([CH3:25])=[C:12]1[C:19]1[CH:24]=[CH:23][CH:22]=[CH:21][CH:20]=1.